This data is from NCI-60 drug combinations with 297,098 pairs across 59 cell lines. The task is: Regression. Given two drug SMILES strings and cell line genomic features, predict the synergy score measuring deviation from expected non-interaction effect. (1) Drug 1: C1=CC=C(C=C1)NC(=O)CCCCCCC(=O)NO. Drug 2: C(CN)CNCCSP(=O)(O)O. Cell line: SK-MEL-28. Synergy scores: CSS=7.78, Synergy_ZIP=-2.51, Synergy_Bliss=-2.80, Synergy_Loewe=-24.8, Synergy_HSA=-6.70. (2) Drug 1: CC(C)(C#N)C1=CC(=CC(=C1)CN2C=NC=N2)C(C)(C)C#N. Drug 2: CC(C)NC(=O)C1=CC=C(C=C1)CNNC.Cl. Cell line: BT-549. Synergy scores: CSS=5.85, Synergy_ZIP=-2.62, Synergy_Bliss=-4.08, Synergy_Loewe=-2.18, Synergy_HSA=-2.65. (3) Drug 1: C1=C(C(=O)NC(=O)N1)N(CCCl)CCCl. Drug 2: CN(C)C1=NC(=NC(=N1)N(C)C)N(C)C. Cell line: K-562. Synergy scores: CSS=34.8, Synergy_ZIP=-2.19, Synergy_Bliss=-2.15, Synergy_Loewe=-22.8, Synergy_HSA=-5.43. (4) Drug 1: CC=C1C(=O)NC(C(=O)OC2CC(=O)NC(C(=O)NC(CSSCCC=C2)C(=O)N1)C(C)C)C(C)C. Drug 2: CC1C(C(CC(O1)OC2CC(CC3=C2C(=C4C(=C3O)C(=O)C5=C(C4=O)C(=CC=C5)OC)O)(C(=O)CO)O)N)O.Cl. Cell line: HS 578T. Synergy scores: CSS=64.1, Synergy_ZIP=-5.86, Synergy_Bliss=-7.35, Synergy_Loewe=-13.7, Synergy_HSA=-3.68. (5) Drug 1: CC(C1=C(C=CC(=C1Cl)F)Cl)OC2=C(N=CC(=C2)C3=CN(N=C3)C4CCNCC4)N. Drug 2: CCCCCOC(=O)NC1=NC(=O)N(C=C1F)C2C(C(C(O2)C)O)O. Cell line: MCF7. Synergy scores: CSS=5.20, Synergy_ZIP=-1.91, Synergy_Bliss=-0.314, Synergy_Loewe=-5.31, Synergy_HSA=-1.63.